Dataset: Forward reaction prediction with 1.9M reactions from USPTO patents (1976-2016). Task: Predict the product of the given reaction. (1) Given the reactants Br[C:2]1[CH:11]=[CH:10][CH:9]=[C:8]2[C:3]=1[CH:4]=[CH:5][C:6]([CH3:12])=[N:7]2.C1(P(C2C=CC=CC=2)C2C=CC=CC=2)C=CC=CC=1.C(NCC)C.[CH3:37][Si:38]([C:41]#[CH:42])([CH3:40])[CH3:39], predict the reaction product. The product is: [CH3:12][C:6]1[CH:5]=[CH:4][C:3]2[C:8](=[CH:9][CH:10]=[CH:11][C:2]=2[C:42]#[C:41][Si:38]([CH3:40])([CH3:39])[CH3:37])[N:7]=1. (2) Given the reactants [CH3:1][O:2][C:3]([C:5]1[CH:6]=[CH:7][C:8]2[O:12][C:11]([C:13]([C:18]3[CH:23]=[CH:22][C:21]([O:24]CC4C=CC=CC=4)=[C:20]([CH3:32])[CH:19]=3)([CH2:16][CH3:17])[CH2:14][CH3:15])=[N:10][C:9]=2[CH:33]=1)=[O:4], predict the reaction product. The product is: [CH3:1][O:2][C:3]([C:5]1[CH:6]=[CH:7][C:8]2[O:12][C:11]([C:13]([CH2:16][CH3:17])([C:18]3[CH:23]=[CH:22][C:21]([OH:24])=[C:20]([CH3:32])[CH:19]=3)[CH2:14][CH3:15])=[N:10][C:9]=2[CH:33]=1)=[O:4]. (3) Given the reactants [CH2:1]([N:3]([CH:29]1[CH2:34][CH2:33][O:32][CH2:31][CH2:30]1)[C:4]1[C:19]2[CH2:18][CH:17]=[CH:16][CH2:15][CH:14]([CH3:20])[C:13]3[CH:21]=[C:22]([CH3:27])[N:23]=[C:24]([O:25]C)[C:12]=3[CH2:11][NH:10][C:9](=[O:28])[C:8]=2[CH:7]=[CH:6][CH:5]=1)[CH3:2].FC(F)(F)C([O-])=O.Cl, predict the reaction product. The product is: [CH2:1]([N:3]([CH:29]1[CH2:30][CH2:31][O:32][CH2:33][CH2:34]1)[C:4]1[C:19]2[CH2:18][CH:17]=[CH:16][CH2:15][CH:14]([CH3:20])[C:13]3[CH:21]=[C:22]([CH3:27])[NH:23][C:24](=[O:25])[C:12]=3[CH2:11][NH:10][C:9](=[O:28])[C:8]=2[CH:7]=[CH:6][CH:5]=1)[CH3:2]. (4) Given the reactants CO[C:3](=[O:28])[C:4]1[CH:9]=[CH:8][C:7]([O:10][CH2:11][C:12]2[C:13]([C:21]3[CH:26]=[CH:25][C:24]([F:27])=[CH:23][CH:22]=3)=[N:14][O:15][C:16]=2[C:17]([F:20])([F:19])[F:18])=[N:6][CH:5]=1.COC(=O)C1C=CC(OCC2C(C3C=CC=CC=3)=NOC=2C(F)(F)F)=[N:34][CH:33]=1, predict the reaction product. The product is: [F:27][C:24]1[CH:25]=[CH:26][C:21]([C:13]2[C:12]([CH2:11][O:10][C:7]3[CH:8]=[CH:9][C:4]([C:3]([NH:34][CH3:33])=[O:28])=[CH:5][N:6]=3)=[C:16]([C:17]([F:18])([F:20])[F:19])[O:15][N:14]=2)=[CH:22][CH:23]=1. (5) Given the reactants [CH2:1]([OH:5])[CH:2]([OH:4])[CH3:3].[H-].[Na+].[CH2:8](Br)[C:9]1[CH:14]=[CH:13][CH:12]=[CH:11][CH:10]=1, predict the reaction product. The product is: [CH2:8]([O:5][CH2:1][CH:2]([OH:4])[CH3:3])[C:9]1[CH:14]=[CH:13][CH:12]=[CH:11][CH:10]=1. (6) Given the reactants C(OC([N:8]1[CH2:25][CH2:24][CH2:23][C:10]2([N:14]([C:15]3[CH:20]=[CH:19][CH:18]=[CH:17][CH:16]=3)[CH2:13][N:12]([CH3:21])[C:11]2=[O:22])[CH2:9]1)=O)(C)(C)C.C(O)(C(F)(F)F)=O, predict the reaction product. The product is: [CH3:21][N:12]1[C:11](=[O:22])[C:10]2([CH2:23][CH2:24][CH2:25][NH:8][CH2:9]2)[N:14]([C:15]2[CH:20]=[CH:19][CH:18]=[CH:17][CH:16]=2)[CH2:13]1. (7) Given the reactants [C:1]([NH:4][C:5]1[N:9]([CH:10]2[CH2:15][CH2:14][CH2:13][N:12]([C:16]([O:18][C:19]([CH3:22])([CH3:21])[CH3:20])=[O:17])[CH2:11]2)[N:8]=[C:7](Br)[C:6]=1[C:24]([O:26][CH2:27][CH3:28])=[O:25])(=[O:3])[CH3:2].[Cl:29][C:30]1[CH:35]=[C:34]([O:36][C:37]2[CH:42]=[CH:41][C:40]([F:43])=[CH:39][CH:38]=2)[CH:33]=[CH:32][C:31]=1B1OC(C)(C)C(C)(C)O1.C(=O)([O-])[O-].[Na+].[Na+].[Cl-].[NH4+], predict the reaction product. The product is: [C:1]([NH:4][C:5]1[N:9]([CH:10]2[CH2:15][CH2:14][CH2:13][N:12]([C:16]([O:18][C:19]([CH3:22])([CH3:21])[CH3:20])=[O:17])[CH2:11]2)[N:8]=[C:7]([C:31]2[CH:32]=[CH:33][C:34]([O:36][C:37]3[CH:42]=[CH:41][C:40]([F:43])=[CH:39][CH:38]=3)=[CH:35][C:30]=2[Cl:29])[C:6]=1[C:24]([O:26][CH2:27][CH3:28])=[O:25])(=[O:3])[CH3:2]. (8) Given the reactants O=[C:2]1[CH:7]=[CH:6][NH:5][C:4]([NH:8][C:9]2[CH:16]=[CH:15][C:12]([C:13]#[N:14])=[CH:11][CH:10]=2)=[N:3]1.O=P(Cl)(Cl)[Cl:19], predict the reaction product. The product is: [Cl:19][C:2]1[CH:7]=[CH:6][N:5]=[C:4]([NH:8][C:9]2[CH:16]=[CH:15][C:12]([C:13]#[N:14])=[CH:11][CH:10]=2)[N:3]=1. (9) Given the reactants [CH:1]1([NH:7][C:8]2[S:12][C:11]([C:13]([O:15][CH3:16])=[O:14])=[CH:10][C:9]=2[N+:17]([O-])=O)[CH2:6][CH2:5][CH2:4][CH2:3][CH2:2]1.[Cl-].[NH4+], predict the reaction product. The product is: [NH2:17][C:9]1[CH:10]=[C:11]([C:13]([O:15][CH3:16])=[O:14])[S:12][C:8]=1[NH:7][CH:1]1[CH2:6][CH2:5][CH2:4][CH2:3][CH2:2]1.